Task: Predict the reactants needed to synthesize the given product.. Dataset: Full USPTO retrosynthesis dataset with 1.9M reactions from patents (1976-2016) (1) Given the product [Br:1][C:2]1[CH:24]=[CH:23][C:22]([F:25])=[CH:21][C:3]=1[O:4][C:5]1[CH:6]=[CH:7][C:8]([C:11]2[CH:15]=[C:14]([C:16]3[N:17]=[N:18][N:19]([CH2:27][C:28]([O:30][CH2:31][CH3:32])=[O:29])[N:20]=3)[O:13][N:12]=2)=[CH:9][CH:10]=1, predict the reactants needed to synthesize it. The reactants are: [Br:1][C:2]1[CH:24]=[CH:23][C:22]([F:25])=[CH:21][C:3]=1[O:4][C:5]1[CH:10]=[CH:9][C:8]([C:11]2[CH:15]=[C:14]([C:16]3[NH:20][N:19]=[N:18][N:17]=3)[O:13][N:12]=2)=[CH:7][CH:6]=1.Br[CH2:27][C:28]([O:30][CH2:31][CH3:32])=[O:29].C(N(CC)CC)C. (2) Given the product [Cl:39][C:40]1[C:41]([C:50]([F:52])([F:51])[F:53])=[N:42][N:43]([CH2:46][C:47]([N:35]2[CH2:36][CH2:37][N:32]([C:29]3[CH:28]=[CH:27][C:26]([Cl:25])=[CH:31][CH:30]=3)[CH2:33][C@@H:34]2[CH3:38])=[O:48])[C:44]=1[CH3:45], predict the reactants needed to synthesize it. The reactants are: CN(C(ON1N=NC2C=CC=NC1=2)=[N+](C)C)C.F[P-](F)(F)(F)(F)F.[Cl:25][C:26]1[CH:31]=[CH:30][C:29]([N:32]2[CH2:37][CH2:36][NH:35][C@@H:34]([CH3:38])[CH2:33]2)=[CH:28][CH:27]=1.[Cl:39][C:40]1[C:41]([C:50]([F:53])([F:52])[F:51])=[N:42][N:43]([CH2:46][C:47](O)=[O:48])[C:44]=1[CH3:45]. (3) Given the product [O:19]1[CH2:20][CH2:21][CH2:22][C@H:18]1[CH2:17][NH:16][C:15](=[O:23])[C@H:11]([CH:12]([CH3:14])[CH3:13])[CH2:10][C@H:9]([OH:24])[C@@H:8]([NH2:7])[CH2:25][C@H:26]([CH2:30][C:31]1[CH:36]=[C:35]([O:37][CH2:38][CH2:39][CH2:40][O:41][CH3:42])[CH:34]=[C:33]([O:43][CH3:44])[CH:32]=1)[CH:27]([CH3:29])[CH3:28], predict the reactants needed to synthesize it. The reactants are: C(OC(=O)[NH:7][C@@H:8]([CH2:25][C@H:26]([CH2:30][C:31]1[CH:36]=[C:35]([O:37][CH2:38][CH2:39][CH2:40][O:41][CH3:42])[CH:34]=[C:33]([O:43][CH3:44])[CH:32]=1)[CH:27]([CH3:29])[CH3:28])[C@@H:9]([OH:24])[CH2:10][C@H:11]([C:15](=[O:23])[NH:16][CH2:17][C@@H:18]1[CH2:22][CH2:21][CH2:20][O:19]1)[CH:12]([CH3:14])[CH3:13])(C)(C)C.Cl.C(O)(=O)/C=C/C(O)=O. (4) The reactants are: [S:1]1[C:5]2[CH:6]=[CH:7][CH:8]=[CH:9][C:4]=2[NH:3][CH2:2]1.NC1C=CC=CC=1S.C=O.C(N(C(C)C)CC)(C)C.[Cl:29][C:30]1[CH:31]=[C:32]([CH:36]=[C:37]([O:41][C:42]([F:45])([F:44])[F:43])[C:38]=1[O:39][CH3:40])[C:33](Cl)=[O:34]. Given the product [Cl:29][C:30]1[CH:31]=[C:32]([CH:36]=[C:37]([O:41][C:42]([F:43])([F:44])[F:45])[C:38]=1[O:39][CH3:40])[C:33]([N:3]1[C:4]2[CH:9]=[CH:8][CH:7]=[CH:6][C:5]=2[S:1][CH2:2]1)=[O:34], predict the reactants needed to synthesize it.